From a dataset of Peptide-MHC class II binding affinity with 134,281 pairs from IEDB. Regression. Given a peptide amino acid sequence and an MHC pseudo amino acid sequence, predict their binding affinity value. This is MHC class II binding data. (1) The peptide sequence is RVWEQIFSTWLLKPG. The MHC is DRB4_0101 with pseudo-sequence DRB4_0103. The binding affinity (normalized) is 0.218. (2) The peptide sequence is YEAFVLHFSEALRII. The MHC is HLA-DQA10102-DQB10502 with pseudo-sequence HLA-DQA10102-DQB10502. The binding affinity (normalized) is 0.650. (3) The peptide sequence is VEFVTNMGIIIPDFA. The MHC is DRB1_0405 with pseudo-sequence DRB1_0405. The binding affinity (normalized) is 0.461. (4) The peptide sequence is GKIWPSHKGRPGNFLQSR. The MHC is DRB1_0802 with pseudo-sequence DRB1_0802. The binding affinity (normalized) is 0.361. (5) The binding affinity (normalized) is 0.620. The peptide sequence is RVWEQIFSTWLLKPG. The MHC is HLA-DPA10103-DPB10401 with pseudo-sequence HLA-DPA10103-DPB10401.